From a dataset of Forward reaction prediction with 1.9M reactions from USPTO patents (1976-2016). Predict the product of the given reaction. (1) Given the reactants Br[C:2]1[CH:7]=[C:6]([S:8][CH2:9][CH2:10][CH2:11][CH2:12][CH2:13][CH3:14])[C:5]([Br:15])=[CH:4][C:3]=1[S:16][CH2:17][CH2:18][CH2:19][CH2:20][CH2:21][CH3:22].C([Li])CCC.CN(C)[CH:30]=[O:31], predict the reaction product. The product is: [Br:15][C:5]1[C:6]([S:8][CH2:9][CH2:10][CH2:11][CH2:12][CH2:13][CH3:14])=[CH:7][C:2]([CH:30]=[O:31])=[C:3]([S:16][CH2:17][CH2:18][CH2:19][CH2:20][CH2:21][CH3:22])[CH:4]=1. (2) Given the reactants [C:1]([NH:8][CH2:9][C:10]([OH:12])=O)([O:3][C:4]([CH3:7])([CH3:6])[CH3:5])=[O:2].CN1CCOCC1.ClC(OCC(C)C)=O.O[NH:29][C:30](=[NH:37])[C:31]1[CH:36]=[CH:35][N:34]=[CH:33][CH:32]=1, predict the reaction product. The product is: [N:34]1[CH:35]=[CH:36][C:31]([C:30]2[N:37]=[C:10]([CH2:9][NH:8][C:1](=[O:2])[O:3][C:4]([CH3:5])([CH3:6])[CH3:7])[O:12][N:29]=2)=[CH:32][CH:33]=1.